From a dataset of Reaction yield outcomes from USPTO patents with 853,638 reactions. Predict the reaction yield, written as a fraction of the theoretical maximum amount of product (1.0 means a 100% yield; for example, 0.34 means a 34% yield). The reactants are [Br:1][C:2]1[CH:11]=[C:10]([Br:12])[C:9]([OH:13])=[C:8]2[C:3]=1[CH:4]=[CH:5][CH:6]=[N:7]2.Br[CH:15]([CH3:17])[CH3:16]. No catalyst specified. The product is [Br:1][C:2]1[CH:11]=[C:10]([Br:12])[C:9]([O:13][CH:15]([CH3:17])[CH3:16])=[C:8]2[C:3]=1[CH:4]=[CH:5][CH:6]=[N:7]2. The yield is 0.970.